Dataset: NCI-60 drug combinations with 297,098 pairs across 59 cell lines. Task: Regression. Given two drug SMILES strings and cell line genomic features, predict the synergy score measuring deviation from expected non-interaction effect. (1) Drug 1: C1=C(C(=O)NC(=O)N1)F. Drug 2: C1CC(=O)NC(=O)C1N2C(=O)C3=CC=CC=C3C2=O. Cell line: HL-60(TB). Synergy scores: CSS=57.5, Synergy_ZIP=-2.61, Synergy_Bliss=-13.2, Synergy_Loewe=-16.5, Synergy_HSA=-12.9. (2) Cell line: ACHN. Drug 2: C1CCC(C(C1)N)N.C(=O)(C(=O)[O-])[O-].[Pt+4]. Synergy scores: CSS=27.8, Synergy_ZIP=-4.78, Synergy_Bliss=2.26, Synergy_Loewe=3.69, Synergy_HSA=6.08. Drug 1: CN1CCC(CC1)COC2=C(C=C3C(=C2)N=CN=C3NC4=C(C=C(C=C4)Br)F)OC.